This data is from Reaction yield outcomes from USPTO patents with 853,638 reactions. The task is: Predict the reaction yield, written as a fraction of the theoretical maximum amount of product (1.0 means a 100% yield; for example, 0.34 means a 34% yield). (1) The reactants are Br[C:2]1[CH:7]=[C:6]([N+:8]([O-:10])=[O:9])[CH:5]=[CH:4][C:3]=1[C:11]([CH3:14])([CH3:13])[CH3:12].[CH3:15][N:16](C=O)C. The catalyst is O.[C-]#N.[C-]#N.[Zn+2].C1C=CC([P]([Pd]([P](C2C=CC=CC=2)(C2C=CC=CC=2)C2C=CC=CC=2)([P](C2C=CC=CC=2)(C2C=CC=CC=2)C2C=CC=CC=2)[P](C2C=CC=CC=2)(C2C=CC=CC=2)C2C=CC=CC=2)(C2C=CC=CC=2)C2C=CC=CC=2)=CC=1. The product is [C:11]([C:3]1[CH:4]=[CH:5][C:6]([N+:8]([O-:10])=[O:9])=[CH:7][C:2]=1[C:15]#[N:16])([CH3:14])([CH3:13])[CH3:12]. The yield is 0.800. (2) The reactants are [NH2:1][C:2]1[C:11]([F:12])=[CH:10][C:9]([Br:13])=[CH:8][C:3]=1[C:4]([NH:6][CH3:7])=[O:5].Br.CN1CCCC1=O.C(N(CC)C(C)C)(C)C.[Cl:31][C:32]1[N:37]=[C:36](Cl)[C:35]([Cl:39])=[CH:34][N:33]=1. No catalyst specified. The product is [Br:13][C:9]1[CH:10]=[C:11]([F:12])[C:2]([NH:1][C:34]2[C:35]([Cl:39])=[CH:36][N:37]=[C:32]([Cl:31])[N:33]=2)=[C:3]([CH:8]=1)[C:4]([NH:6][CH3:7])=[O:5]. The yield is 0.500. (3) The reactants are [C:1]12([CH2:11][C:12](Cl)=[O:13])[CH2:10][CH:5]3[CH2:6][CH:7]([CH2:9][CH:3]([CH2:4]3)[CH2:2]1)[CH2:8]2.C(N(CC)CC)C.[S:22]1[CH:26]=[CH:25][CH:24]=[C:23]1[CH2:27][CH2:28][NH2:29]. The catalyst is C(Cl)Cl. The product is [C:1]12([CH2:11][C:12]([NH:29][CH2:28][CH2:27][C:23]3[S:22][CH:26]=[CH:25][CH:24]=3)=[O:13])[CH2:10][CH:5]3[CH2:6][CH:7]([CH2:9][CH:3]([CH2:4]3)[CH2:2]1)[CH2:8]2. The yield is 0.920. (4) The reactants are Br[CH2:2][C:3]1[NH:4][C:5]2[N:6]([N:12]=[CH:13][C:14]=2[C:15]#[N:16])[C:7](=[O:11])[C:8]=1[CH2:9][CH3:10].C[CH2:18][N:19](CC)CC.Cl.CN. The catalyst is CN(C=O)C. The product is [CH2:9]([C:8]1[C:7](=[O:11])[N:6]2[N:12]=[CH:13][C:14]([C:15]#[N:16])=[C:5]2[NH:4][C:3]=1[CH2:2][NH:19][CH3:18])[CH3:10]. The yield is 0.200. (5) The reactants are [CH:1]1([CH2:6][CH:7]([N:11]2[C:16](=[O:17])[CH:15]=[CH:14][CH:13]=[N:12]2)[C:8]([OH:10])=O)[CH2:5][CH2:4][CH2:3][CH2:2]1.[CH3:18][N:19]1[CH:23]=[CH:22][C:21]([NH2:24])=[N:20]1. No catalyst specified. The product is [CH:1]1([CH2:6][CH:7]([N:11]2[C:16](=[O:17])[CH:15]=[CH:14][CH:13]=[N:12]2)[C:8]([NH:24][C:21]2[CH:22]=[CH:23][N:19]([CH3:18])[N:20]=2)=[O:10])[CH2:2][CH2:3][CH2:4][CH2:5]1. The yield is 0.360.